This data is from Full USPTO retrosynthesis dataset with 1.9M reactions from patents (1976-2016). The task is: Predict the reactants needed to synthesize the given product. (1) Given the product [Br:23][C:24]1[CH:29]=[CH:28][C:27]([NH:20][C:19]2[CH:21]=[CH:22][C:16]([O:15][C:6]3[C:5]4[C:10](=[CH:11][C:12]([O:13][CH3:14])=[C:3]([O:2][CH3:1])[CH:4]=4)[N:9]=[CH:8][CH:7]=3)=[CH:17][CH:18]=2)=[CH:26][CH:25]=1, predict the reactants needed to synthesize it. The reactants are: [CH3:1][O:2][C:3]1[CH:4]=[C:5]2[C:10](=[CH:11][C:12]=1[O:13][CH3:14])[N:9]=[CH:8][CH:7]=[C:6]2[O:15][C:16]1[CH:22]=[CH:21][C:19]([NH2:20])=[CH:18][CH:17]=1.[Br:23][C:24]1[CH:29]=[CH:28][C:27](B(O)O)=[CH:26][CH:25]=1.ClCCl. (2) Given the product [CH3:1][O:2][C:3]1[CH:8]=[CH:7][C:6]([C:9]2[C:13]([C:14]3[CH:19]=[CH:18][CH:17]=[CH:16][CH:15]=3)=[C:12]([C:21]([F:24])([F:22])[F:23])[O:11][N:10]=2)=[CH:5][CH:4]=1, predict the reactants needed to synthesize it. The reactants are: [CH3:1][O:2][C:3]1[CH:8]=[CH:7][C:6]([C:9]2[CH:13]([C:14]3[CH:19]=[CH:18][CH:17]=[CH:16][CH:15]=3)[C:12]([C:21]([F:24])([F:23])[F:22])(O)[O:11][N:10]=2)=[CH:5][CH:4]=1.C1(C)C=CC(S(O)(=O)=O)=CC=1. (3) Given the product [F:21][C:22]1[CH:27]=[CH:26][C:25]([N:28]2[C:32]3[CH:33]=[C:34]4[C@:39]([C:41]([C:2]5[N:3]=[CH:4][S:5][CH:6]=5)=[O:42])([CH2:40][C:31]=3[CH:30]=[N:29]2)[CH2:38][N:37]([C:45]([O:47][C:48]([CH3:51])([CH3:50])[CH3:49])=[O:46])[CH2:36][CH2:35]4)=[CH:24][CH:23]=1, predict the reactants needed to synthesize it. The reactants are: Br[C:2]1[N:3]=[C:4]([Si](C)(C)C)[S:5][CH:6]=1.C([Mg]Cl)(C)C.O1CCCC1.[F:21][C:22]1[CH:27]=[CH:26][C:25]([N:28]2[C:32]3[CH:33]=[C:34]4[C@:39]([C:41](OC)=[O:42])([CH2:40][C:31]=3[CH:30]=[N:29]2)[CH2:38][N:37]([C:45]([O:47][C:48]([CH3:51])([CH3:50])[CH3:49])=[O:46])[CH2:36][CH2:35]4)=[CH:24][CH:23]=1. (4) Given the product [CH3:1][C:2]1[CH:6]=[CH:5][O:4][C:3]=1[C:7]([NH:9][C:10]1[CH:11]=[C:12]([CH:28]=[CH:29][CH:30]=1)[O:13][C:14]1[CH:19]=[CH:18][N:17]=[C:16]([C:20]2[NH:24][CH:23]=[C:22]([C:25]([O:27][CH2:31][CH2:32][OH:33])=[O:26])[CH:21]=2)[CH:15]=1)=[O:8], predict the reactants needed to synthesize it. The reactants are: [CH3:1][C:2]1[CH:6]=[CH:5][O:4][C:3]=1[C:7]([NH:9][C:10]1[CH:11]=[C:12]([CH:28]=[CH:29][CH:30]=1)[O:13][C:14]1[CH:19]=[CH:18][N:17]=[C:16]([C:20]2[NH:24][CH:23]=[C:22]([C:25]([OH:27])=[O:26])[CH:21]=2)[CH:15]=1)=[O:8].[CH2:31](O)[CH2:32][OH:33].O.C([O-])(O)=O.[Na+]. (5) Given the product [CH2:1]([C:5]1[N:6]=[C:7]([CH3:27])[N:8]([CH2:31][CH2:32][C:33]2[C:42]3[C:37](=[CH:38][CH:39]=[CH:40][CH:41]=3)[CH:36]=[CH:35][CH:34]=2)[C:9](=[O:26])[C:10]=1[CH2:11][C:12]1[CH:17]=[CH:16][C:15]([C:18]2[CH:23]=[CH:22][CH:21]=[CH:20][C:19]=2[C:24]2[NH:45][C:46](=[O:49])[O:47][N:25]=2)=[CH:14][CH:13]=1)[CH2:2][CH2:3][CH3:4], predict the reactants needed to synthesize it. The reactants are: [CH2:1]([C:5]1[N:6]=[C:7]([CH3:27])[NH:8][C:9](=[O:26])[C:10]=1[CH2:11][C:12]1[CH:17]=[CH:16][C:15]([C:18]2[C:19]([C:24]#[N:25])=[CH:20][CH:21]=[CH:22][CH:23]=2)=[CH:14][CH:13]=1)[CH2:2][CH2:3][CH3:4].[H-].[Na+].Br[CH2:31][CH2:32][C:33]1[C:42]2[C:37](=[CH:38][CH:39]=[CH:40][CH:41]=2)[CH:36]=[CH:35][CH:34]=1.[Cl-].O[NH3+:45].[C:46](=[O:49])([O-])[OH:47].[Na+]. (6) Given the product [Cl:1][C:2]1[C:3]([C:9]2[CH:14]=[C:13]([Cl:15])[CH:12]=[CH:11][C:10]=2[C:16]([F:17])([F:18])[F:19])=[CH:4][C:5](=[O:8])[N:6]([CH:21]([CH3:29])[C:22]([O:24][C:25]([CH3:28])([CH3:27])[CH3:26])=[O:23])[CH:7]=1, predict the reactants needed to synthesize it. The reactants are: [Cl:1][C:2]1[C:3]([C:9]2[CH:14]=[C:13]([Cl:15])[CH:12]=[CH:11][C:10]=2[C:16]([F:19])([F:18])[F:17])=[CH:4][C:5](=[O:8])[NH:6][CH:7]=1.Br[CH:21]([CH3:29])[C:22]([O:24][C:25]([CH3:28])([CH3:27])[CH3:26])=[O:23]. (7) Given the product [Si:14]([O:13][CH2:12][CH2:11][O:10][C:3]1[CH:4]=[CH:5][C:6]([CH:8]=[O:9])=[N:7][C:2]=1[N:27]1[CH2:28][CH2:29][N:24]([CH:21]([CH3:23])[CH3:22])[CH2:25][CH2:26]1)([C:17]([CH3:20])([CH3:19])[CH3:18])([CH3:16])[CH3:15], predict the reactants needed to synthesize it. The reactants are: Br[C:2]1[N:7]=[C:6]([CH2:8][OH:9])[CH:5]=[CH:4][C:3]=1[O:10][CH2:11][CH2:12][O:13][Si:14]([C:17]([CH3:20])([CH3:19])[CH3:18])([CH3:16])[CH3:15].[CH:21]([N:24]1[CH2:29][CH2:28][NH:27][CH2:26][CH2:25]1)([CH3:23])[CH3:22].C1C=CC(P(C2C(C3C(P(C4C=CC=CC=4)C4C=CC=CC=4)=CC=C4C=3C=CC=C4)=C3C(C=CC=C3)=CC=2)C2C=CC=CC=2)=CC=1.C([O-])([O-])=O.[Cs+].[Cs+].